This data is from Full USPTO retrosynthesis dataset with 1.9M reactions from patents (1976-2016). The task is: Predict the reactants needed to synthesize the given product. (1) The reactants are: C([O:3][C:4](=[O:30])[C:5]1[CH:10]=[CH:9][CH:8]=[C:7]([C:11]2[CH2:15][CH2:14][CH2:13][C:12]=2[C:16]2[CH:21]=[CH:20][CH:19]=[CH:18][C:17]=2[O:22][CH2:23][C:24]2[CH:29]=[CH:28][CH:27]=[CH:26][CH:25]=2)[CH:6]=1)C. Given the product [CH2:23]([O:22][C:17]1[CH:18]=[CH:19][CH:20]=[CH:21][C:16]=1[C:12]1[CH2:13][CH2:14][CH2:15][C:11]=1[C:7]1[CH:6]=[C:5]([CH:10]=[CH:9][CH:8]=1)[C:4]([OH:30])=[O:3])[C:24]1[CH:25]=[CH:26][CH:27]=[CH:28][CH:29]=1, predict the reactants needed to synthesize it. (2) Given the product [CH3:17][O:16][N:15]([CH3:14])[C:6](=[O:7])[C@@H:5]([CH2:4][CH2:3][CH:2]([CH3:12])[CH3:1])[CH2:9][CH:10]=[CH2:11], predict the reactants needed to synthesize it. The reactants are: [CH3:1][CH:2]([CH3:12])[CH2:3][CH2:4][C@@H:5]([CH2:9][CH:10]=[CH2:11])[C:6](O)=[O:7].Cl.[CH3:14][NH:15][O:16][CH3:17].Cl.CN(C)CCCN=C=NCC.ON1C2C=CC=CC=2N=N1.CN1CCOCC1. (3) Given the product [Cl:8][C:7]1[C:3]([CH2:2][S:16][C:14]2[N:13]=[C:12]([OH:17])[CH:11]=[C:10]([CH3:9])[N:15]=2)=[N:4][NH:5][CH:6]=1, predict the reactants needed to synthesize it. The reactants are: Br[CH2:2][C:3]1[C:7]([Cl:8])=[CH:6][NH:5][N:4]=1.[CH3:9][C:10]1[N:15]=[C:14]([SH:16])[N:13]=[C:12]([OH:17])[CH:11]=1. (4) Given the product [CH2:39]([O:46][C@H:47]1[C@H:52]([O:53][CH2:54][C:55]2[CH:60]=[CH:59][CH:58]=[CH:57][CH:56]=2)[C@H:51]([O:61][CH2:62][C:63]2[CH:64]=[CH:65][CH:66]=[CH:67][CH:68]=2)[C@@H:50]([O:69][CH2:70][C:71]2[CH:72]=[CH:73][CH:74]=[CH:75][CH:76]=2)[O:49][C@@H:48]1[C@@H:77]([OH:78])[CH3:1])[C:40]1[CH:45]=[CH:44][CH:43]=[CH:42][CH:41]=1, predict the reactants needed to synthesize it. The reactants are: [C:1](OC1[C@@H](OC(=O)C)[C@@H](OC(=O)C)[C@H](OC(=O)C)[C@@H]([C@@H](OC(=O)C)C)O1)(=O)C.CCN(CC)CC.C[Mg+].[Br-].[CH2:39]([O:46][C@H:47]1[C@H:52]([O:53][CH2:54][C:55]2[CH:60]=[CH:59][CH:58]=[CH:57][CH:56]=2)[C@H:51]([O:61][CH2:62][C:63]2[CH:68]=[CH:67][CH:66]=[CH:65][CH:64]=2)[C@@H:50]([O:69][CH2:70][C:71]2[CH:76]=[CH:75][CH:74]=[CH:73][CH:72]=2)[O:49][C@@H:48]1[CH:77]=[O:78])[C:40]1[CH:45]=[CH:44][CH:43]=[CH:42][CH:41]=1.[NH4+].[Cl-]. (5) Given the product [C:1]1([C:20]2[CH:25]=[CH:24][CH:23]=[CH:22][CH:21]=2)[CH:2]=[CH:3][C:4]([CH2:7][CH:8]2[C:15]3[CH:14]=[C:13]([C:16]([OH:18])=[O:17])[NH:12][C:11]=3[CH2:10][CH2:9]2)=[CH:5][CH:6]=1, predict the reactants needed to synthesize it. The reactants are: [C:1]1([C:20]2[CH:25]=[CH:24][CH:23]=[CH:22][CH:21]=2)[CH:6]=[CH:5][C:4]([CH2:7][CH:8]2[C:15]3[CH:14]=[C:13]([C:16]([O:18]C)=[O:17])[NH:12][C:11]=3[CH2:10][CH2:9]2)=[CH:3][CH:2]=1.O.[OH-].[Li+].CO. (6) Given the product [OH:28][C@:21]1([CH2:20][NH:19][C:16]([C:4]2[C:3]3[C:7](=[CH:8][CH:9]=[CH:10][C:2]=3[Cl:1])[N:6]([CH2:11][CH2:12][CH:13]([F:14])[F:15])[CH:5]=2)=[O:18])[CH2:26][CH2:25][CH2:24][C@@H:23]([CH3:27])[CH2:22]1, predict the reactants needed to synthesize it. The reactants are: [Cl:1][C:2]1[CH:10]=[CH:9][CH:8]=[C:7]2[C:3]=1[C:4]([C:16]([OH:18])=O)=[CH:5][N:6]2[CH2:11][CH2:12][CH:13]([F:15])[F:14].[NH2:19][CH2:20][C@@:21]1([OH:28])[CH2:26][CH2:25][CH2:24][C@@H:23]([CH3:27])[CH2:22]1.CCN(CC)CC.C1C=CC2N(O)N=NC=2C=1.C(Cl)CCl. (7) Given the product [Cl:21][C:5]1[C:6]([CH2:8][CH2:9][C:10]2[CH:15]=[CH:14][CH:13]=[CH:12][C:11]=2[CH:16]([CH3:20])[C:17]([NH2:19])=[O:18])=[N:7][C:2]([NH:22][C:23]2[CH:28]=[CH:27][N:26]=[N:25][CH:24]=2)=[N:3][CH:4]=1, predict the reactants needed to synthesize it. The reactants are: Cl[C:2]1[N:7]=[C:6]([CH2:8][CH2:9][C:10]2[CH:15]=[CH:14][CH:13]=[CH:12][C:11]=2[CH:16]([CH3:20])[C:17]([NH2:19])=[O:18])[C:5]([Cl:21])=[CH:4][N:3]=1.[NH2:22][C:23]1[CH:28]=[CH:27][N:26]=[N:25][CH:24]=1.CC1(C)C2C(=C(P(C3C=CC=CC=3)C3C=CC=CC=3)C=CC=2)OC2C(P(C3C=CC=CC=3)C3C=CC=CC=3)=CC=CC1=2.C([O-])([O-])=O.[Cs+].[Cs+].